The task is: Predict the reactants needed to synthesize the given product.. This data is from Full USPTO retrosynthesis dataset with 1.9M reactions from patents (1976-2016). (1) The reactants are: [OH:1][C@@H:2]1[CH2:6][CH2:5][N:4]([C:7]2[CH:12]=[CH:11][C:10]([S:13]([NH:16][C:17]3[S:18][CH:19]=[CH:20][N:21]=3)(=[O:15])=[O:14])=[CH:9][CH:8]=2)[C:3]1=[O:22].CCN(C(C)C)C(C)C.[CH3:32][O:33][C:34]1[CH:39]=[CH:38][C:37]([S:40](Cl)(=[O:42])=[O:41])=[CH:36][CH:35]=1. Given the product [OH:1][C@@H:2]1[CH2:6][CH2:5][N:4]([C:7]2[CH:12]=[CH:11][C:10]([S:13]([N:16]([S:40]([C:37]3[CH:36]=[CH:35][C:34]([O:33][CH3:32])=[CH:39][CH:38]=3)(=[O:42])=[O:41])[C:17]3[S:18][CH:19]=[CH:20][N:21]=3)(=[O:14])=[O:15])=[CH:9][CH:8]=2)[C:3]1=[O:22], predict the reactants needed to synthesize it. (2) Given the product [CH:24]12[N:23]([C:10]3[N:9]=[C:8]([C:5]4[CH2:6][CH2:7][O:2][CH2:3][CH:4]=4)[N:13]=[C:12]([C:14]4[CH:15]=[CH:16][C:17]([NH2:20])=[CH:18][CH:19]=4)[N:11]=3)[CH:28]([CH2:29][CH2:30]1)[CH2:27][O:26][CH2:25]2, predict the reactants needed to synthesize it. The reactants are: O.[O:2]1[CH2:7][CH:6]=[C:5]([C:8]2[N:13]=[C:12]([C:14]3[CH:19]=[CH:18][C:17]([N+:20]([O-])=O)=[CH:16][CH:15]=3)[N:11]=[C:10]([N:23]3[CH:28]4[CH2:29][CH2:30][CH:24]3[CH2:25][O:26][CH2:27]4)[N:9]=2)[CH2:4][CH2:3]1.